From a dataset of Catalyst prediction with 721,799 reactions and 888 catalyst types from USPTO. Predict which catalyst facilitates the given reaction. (1) Reactant: [CH3:1][O:2][C:3]1[CH:4]=[C:5]([C:17]([O:19][CH3:20])=[O:18])[C:6]2[CH:7]=[CH:8][C:9](=[O:16])[N:10]([CH2:13][CH:14]=O)[C:11]=2[CH:12]=1.[O:21]1[C:26]2[CH:27]=[CH:28][C:29]([CH2:31][N:32]([CH:40]3[CH2:45][CH2:44][NH:43][CH2:42][CH2:41]3)[C:33](=[O:39])[O:34][C:35]([CH3:38])([CH3:37])[CH3:36])=[CH:30][C:25]=2[O:24][CH2:23][CH2:22]1.C(O[BH-](OC(=O)C)OC(=O)C)(=O)C.[Na+].C(=O)([O-])O.[Na+]. Product: [C:35]([O:34][C:33]([N:32]([CH2:31][C:29]1[CH:28]=[CH:27][C:26]2[O:21][CH2:22][CH2:23][O:24][C:25]=2[CH:30]=1)[CH:40]1[CH2:45][CH2:44][N:43]([CH2:14][CH2:13][N:10]2[C:11]3[CH:12]=[C:3]([O:2][CH3:1])[CH:4]=[C:5]([C:17]([O:19][CH3:20])=[O:18])[C:6]=3[CH:7]=[CH:8][C:9]2=[O:16])[CH2:42][CH2:41]1)=[O:39])([CH3:38])([CH3:36])[CH3:37]. The catalyst class is: 671. (2) Reactant: [CH3:1][O:2][C:3]1[CH:8]=[CH:7][C:6]([CH2:9][N:10]2[C:15](=[O:16])[CH:14]=[C:13]([CH2:17][CH2:18][C:19](OCCCC)=[O:20])[C:12](=[O:26])[NH:11]2)=[CH:5][CH:4]=1.[H-].[Al+3].[Li+].[H-].[H-].[H-].C1COCC1.Cl. Product: [OH:20][CH2:19][CH2:18][CH2:17][C:13]1[C:12](=[O:26])[NH:11][N:10]([CH2:9][C:6]2[CH:5]=[CH:4][C:3]([O:2][CH3:1])=[CH:8][CH:7]=2)[C:15](=[O:16])[CH:14]=1. The catalyst class is: 12. (3) Reactant: [Br:1][C:2]1[CH:3]=[CH:4][C:5]([NH:16][CH2:17][CH:18]2[CH2:20][CH2:19]2)=[C:6]([NH:8][C:9](=O)[CH2:10][C:11]([CH3:14])([CH3:13])[CH3:12])[CH:7]=1.O.C1(C)C=CC(S(O)(=O)=O)=CC=1.O.N. Product: [Br:1][C:2]1[CH:3]=[CH:4][C:5]2[N:16]([CH2:17][CH:18]3[CH2:20][CH2:19]3)[C:9]([CH2:10][C:11]([CH3:14])([CH3:13])[CH3:12])=[N:8][C:6]=2[CH:7]=1. The catalyst class is: 11. (4) Product: [N:1]1[CH:6]=[CH:5][CH:4]=[C:3]([N:7]2[CH:11]=[C:10]([C:12]3[S:14][C:16]4[CH2:21][CH2:20][CH2:19][C:18](=[O:22])[C:17]=4[N:13]=3)[CH:9]=[N:8]2)[CH:2]=1. Reactant: [N:1]1[CH:6]=[CH:5][CH:4]=[C:3]([N:7]2[CH:11]=[C:10]([C:12](=[S:14])[NH2:13])[CH:9]=[N:8]2)[CH:2]=1.Br[C:16]1[CH2:21][CH2:20][CH2:19][C:18](=[O:22])[C:17]=1O.C([O-])(O)=O.[Na+]. The catalyst class is: 86. (5) Reactant: [CH2:1]([N:3]([CH2:37][CH3:38])[C:4]([C:6]1[CH:11]=[CH:10][C:9]([CH:12]([C:26]2[CH:31]=[CH:30][C:29]([NH:32][C:33]([O:35][CH3:36])=[O:34])=[CH:28][CH:27]=2)[N:13]2[CH2:18][CH2:17][N:16](C(OC(C)(C)C)=O)[CH2:15][CH2:14]2)=[CH:8][CH:7]=1)=[O:5])[CH3:2].C1(O)C=CC=CC=1.Cl[Si](C)(C)C. Product: [CH3:36][O:35][C:33](=[O:34])[NH:32][C:29]1[CH:30]=[CH:31][C:26]([CH:12]([C:9]2[CH:10]=[CH:11][C:6]([C:4]([N:3]([CH2:37][CH3:38])[CH2:1][CH3:2])=[O:5])=[CH:7][CH:8]=2)[N:13]2[CH2:18][CH2:17][NH:16][CH2:15][CH2:14]2)=[CH:27][CH:28]=1. The catalyst class is: 4. (6) Reactant: Cl[C:2]1[N:7]=[C:6]([NH:8][C:9]2[CH:14]=[CH:13][CH:12]=[CH:11][C:10]=2[S:15]([CH:18]([CH3:20])[CH3:19])(=[O:17])=[O:16])[CH:5]=[CH:4][N:3]=1.[CH3:21][P:22]([C:25]1[CH:31]=[CH:30][C:28]([NH2:29])=[C:27]([O:32][CH3:33])[CH:26]=1)([CH3:24])=[O:23].Cl. Product: [CH3:24][P:22]([C:25]1[CH:31]=[CH:30][C:28]([NH:29][C:2]2[N:7]=[C:6]([NH:8][C:9]3[CH:14]=[CH:13][CH:12]=[CH:11][C:10]=3[S:15]([CH:18]([CH3:20])[CH3:19])(=[O:17])=[O:16])[CH:5]=[CH:4][N:3]=2)=[C:27]([O:32][CH3:33])[CH:26]=1)([CH3:21])=[O:23]. The catalyst class is: 141. (7) Reactant: Cl[C:2]1[N:7]=[CH:6][C:5]([CH2:8][C:9]#[N:10])=[CH:4][CH:3]=1.C(N(CC)CC)C.[CH3:18][N:19]1[CH2:24][CH2:23][NH:22][CH2:21][CH2:20]1. Product: [CH3:18][N:19]1[CH2:24][CH2:23][N:22]([C:2]2[N:7]=[CH:6][C:5]([CH2:8][C:9]#[N:10])=[CH:4][CH:3]=2)[CH2:21][CH2:20]1. The catalyst class is: 51. (8) Reactant: C(OC([N:8]([C:16]1[C:20]2[CH:21]=[C:22]([CH:35]3[CH2:37][CH2:36]3)[C:23]([CH2:25][O:26][C:27]3[CH:32]=[CH:31][C:30]([Cl:33])=[C:29]([Cl:34])[CH:28]=3)=[CH:24][C:19]=2[O:18][N:17]=1)C(=O)OC(C)(C)C)=O)(C)(C)C.FC(F)(F)C(O)=O. Product: [CH:35]1([C:22]2[C:23]([CH2:25][O:26][C:27]3[CH:32]=[CH:31][C:30]([Cl:33])=[C:29]([Cl:34])[CH:28]=3)=[CH:24][C:19]3[O:18][N:17]=[C:16]([NH2:8])[C:20]=3[CH:21]=2)[CH2:36][CH2:37]1. The catalyst class is: 2. (9) Reactant: [Cl:1][C:2]1[CH:15]=[CH:14][C:5]([CH2:6][CH2:7][N:8]2[CH2:12][CH2:11][C@H:10]([OH:13])[CH2:9]2)=[CH:4][CH:3]=1.C(N(CC)CC)C.[CH3:23][S:24](Cl)(=[O:26])=[O:25]. Product: [Cl:1][C:2]1[CH:15]=[CH:14][C:5]([CH2:6][CH2:7][N:8]2[CH2:12][CH2:11][C@H:10]([O:13][S:24]([CH3:23])(=[O:26])=[O:25])[CH2:9]2)=[CH:4][CH:3]=1. The catalyst class is: 46. (10) Product: [Cl:1][C:2]1[CH:7]=[CH:6][C:5]([C:8]2[C:13](=[O:14])[N:12]([CH2:27][C:28]3[CH:35]=[CH:34][C:31]([C:32]#[N:33])=[CH:30][CH:29]=3)[N:11]3[C:15](=[O:19])[N:16]([CH3:18])[N:17]=[C:10]3[C:9]=2[C:20]2[CH:21]=[CH:22][N:23]=[CH:24][CH:25]=2)=[CH:4][CH:3]=1. Reactant: [Cl:1][C:2]1[CH:7]=[CH:6][C:5]([C:8]2[C:13](=[O:14])[NH:12][N:11]3[C:15](=[O:19])[N:16]([CH3:18])[N:17]=[C:10]3[C:9]=2[C:20]2[CH:25]=[CH:24][N:23]=[CH:22][CH:21]=2)=[CH:4][CH:3]=1.Br[CH2:27][C:28]1[CH:35]=[CH:34][C:31]([C:32]#[N:33])=[CH:30][CH:29]=1.C([O-])([O-])=O.[K+].[K+]. The catalyst class is: 39.